Dataset: Full USPTO retrosynthesis dataset with 1.9M reactions from patents (1976-2016). Task: Predict the reactants needed to synthesize the given product. (1) Given the product [CH2:16]([O:8][C:7]1[C:2]([Cl:1])=[N:3][C:4]([CH2:10][OH:11])=[CH:5][C:6]=1[I:9])[CH:15]=[CH2:14], predict the reactants needed to synthesize it. The reactants are: [Cl:1][C:2]1[C:7]([OH:8])=[C:6]([I:9])[CH:5]=[C:4]([CH2:10][OH:11])[N:3]=1.[H-].[Na+].[CH2:14](Br)[CH:15]=[CH2:16]. (2) Given the product [Cl:1][C:2]1[CH:3]=[C:4]([CH:23]=[CH:24][CH:25]=1)[CH2:5][O:6][C:7]1[CH:16]=[C:15]2[C:10]([CH:11]=[C:12]([CH2:17][C:18]([O:20][CH3:21])=[O:19])[CH:13]=[N:14]2)=[CH:9][CH:8]=1, predict the reactants needed to synthesize it. The reactants are: [Cl:1][C:2]1[CH:3]=[C:4]([CH:23]=[CH:24][CH:25]=1)[CH2:5][O:6][C:7]1[CH:16]=[C:15]2[C:10]([CH:11]=[C:12]([CH2:17][C:18]([O:20][CH2:21]C)=[O:19])[CH:13]=[N:14]2)=[CH:9][CH:8]=1.C([O-])([O-])=O.[K+].[K+]. (3) Given the product [Cl:1][C:2]1[CH:9]=[CH:8][C:7]([C:10]2[C:14]3[CH2:15][N:16]([S:19]([CH3:22])(=[O:20])=[O:21])[CH2:17][CH2:18][C:13]=3[N:12]([CH2:23][CH2:24][CH2:25][N:26]3[CH2:27][CH2:28][CH:29]([N:32]4[CH2:36][CH2:35][CH2:34][C:33]4=[O:37])[CH2:30][CH2:31]3)[N:11]=2)=[CH:6][C:3]=1[CH2:4][NH:38][C:39]1[CH:44]=[CH:43][CH:42]=[CH:41][CH:40]=1, predict the reactants needed to synthesize it. The reactants are: [Cl:1][C:2]1[CH:9]=[CH:8][C:7]([C:10]2[C:14]3[CH2:15][N:16]([S:19]([CH3:22])(=[O:21])=[O:20])[CH2:17][CH2:18][C:13]=3[N:12]([CH2:23][CH2:24][CH2:25][N:26]3[CH2:31][CH2:30][CH:29]([N:32]4[CH2:36][CH2:35][CH2:34][C:33]4=[O:37])[CH2:28][CH2:27]3)[N:11]=2)=[CH:6][C:3]=1[CH:4]=O.[NH2:38][C:39]1[CH:44]=[CH:43][CH:42]=[CH:41][CH:40]=1.CC(O)=O.[BH-](OC(C)=O)(OC(C)=O)OC(C)=O.[Na+]. (4) Given the product [NH2:28][C:29]1[N:34]2[N:35]=[CH:36][C:37]([C:38]3[CH:39]=[N:40][C:41]([C:44]4[CH:49]=[CH:48][CH:47]=[CH:46][CH:45]=4)=[CH:42][CH:43]=3)=[C:33]2[N:32]=[C:31]([CH:50]2[CH2:55][CH2:54][N:53]([C:3](=[O:4])[C@H:2]([OH:1])[CH3:6])[CH2:52][CH2:51]2)[C:30]=1[C:56](=[O:59])[CH2:57][OH:58], predict the reactants needed to synthesize it. The reactants are: [OH:1][C@H:2]([CH3:6])[C:3](O)=[O:4].CCN=C=NCCCN(C)C.ON1C2C=CC=CC=2N=N1.[NH2:28][C:29]1[N:34]2[N:35]=[CH:36][C:37]([C:38]3[CH:39]=[N:40][C:41]([C:44]4[CH:49]=[CH:48][CH:47]=[CH:46][CH:45]=4)=[CH:42][CH:43]=3)=[C:33]2[N:32]=[C:31]([CH:50]2[CH2:55][CH2:54][NH:53][CH2:52][CH2:51]2)[C:30]=1[C:56](=[O:59])[CH2:57][OH:58].C(N(CC)C(C)C)(C)C. (5) Given the product [NH:43]1[CH2:42][CH:41]=[C:40]([C:2]2[N:7]=[C:6]([O:8][C:9]3[C:14]4[N:15]=[C:16]([NH:18][C:19](=[O:21])[CH3:20])[S:17][C:13]=4[CH:12]=[CH:11][CH:10]=3)[CH:5]=[C:4]([C:22]3[CH:27]=[CH:26][C:25]([C:28]([F:31])([F:30])[F:29])=[CH:24][CH:23]=3)[N:3]=2)[CH2:45][CH2:44]1, predict the reactants needed to synthesize it. The reactants are: Cl[C:2]1[N:7]=[C:6]([O:8][C:9]2[C:14]3[N:15]=[C:16]([NH:18][C:19](=[O:21])[CH3:20])[S:17][C:13]=3[CH:12]=[CH:11][CH:10]=2)[CH:5]=[C:4]([C:22]2[CH:27]=[CH:26][C:25]([C:28]([F:31])([F:30])[F:29])=[CH:24][CH:23]=2)[N:3]=1.CC1(C)C(C)(C)OB([C:40]2[CH2:45][CH2:44][N:43](C(OC(C)(C)C)=O)[CH2:42][CH:41]=2)O1.C1C=CC(P(C2C=CC=CC=2)C2C=CC=CC=2)=CC=1.C([O-])([O-])=O.[Na+].[Na+].